From a dataset of Forward reaction prediction with 1.9M reactions from USPTO patents (1976-2016). Predict the product of the given reaction. (1) Given the reactants CN([CH:4]=[O:5])C.O=P(Cl)(Cl)Cl.[N:11]1[CH:12]=[CH:13][N:14]2[CH:19]=[C:18]([CH2:20][C:21]3[N:25]4[N:26]=[C:27]([C:30]5[CH:31]=[N:32][N:33]([CH3:35])[CH:34]=5)[CH:28]=[CH:29][C:24]4=[N:23][CH:22]=3)[CH:17]=[CH:16][C:15]=12, predict the reaction product. The product is: [CH3:35][N:33]1[CH:34]=[C:30]([C:27]2[CH:28]=[CH:29][C:24]3[N:25]([C:21]([CH2:20][C:18]4[CH:17]=[CH:16][C:15]5[N:14]([C:13]([CH:4]=[O:5])=[CH:12][N:11]=5)[CH:19]=4)=[CH:22][N:23]=3)[N:26]=2)[CH:31]=[N:32]1. (2) Given the reactants [CH3:1][O:2][C:3]1[CH:8]=[CH:7][C:6]([CH:9]([N:14]2[CH2:19][CH2:18][CH2:17][CH2:16][CH2:15]2)[C:10]([O:12]C)=[O:11])=[CH:5][CH:4]=1.O.[OH-].[Li+:22], predict the reaction product. The product is: [CH3:1][O:2][C:3]1[CH:4]=[CH:5][C:6]([CH:9]([N:14]2[CH2:19][CH2:18][CH2:17][CH2:16][CH2:15]2)[C:10]([O-:12])=[O:11])=[CH:7][CH:8]=1.[Li+:22]. (3) Given the reactants [Cl:1][C:2]1[CH:7]=[C:6]([CH3:8])[CH:5]=[CH:4][C:3]=1[C:9]1[C:14]([CH:15]([CH2:20][CH2:21][CH3:22])[C:16]([O:18]C)=[O:17])=[C:13]([CH3:23])[N:12]=[C:11]([N:24]2[CH2:29][CH2:28][CH2:27][CH2:26][CH2:25]2)[N:10]=1.[OH-].[Na+], predict the reaction product. The product is: [Cl:1][C:2]1[CH:7]=[C:6]([CH3:8])[CH:5]=[CH:4][C:3]=1[C:9]1[C:14]([CH:15]([CH2:20][CH2:21][CH3:22])[C:16]([OH:18])=[O:17])=[C:13]([CH3:23])[N:12]=[C:11]([N:24]2[CH2:25][CH2:26][CH2:27][CH2:28][CH2:29]2)[N:10]=1. (4) The product is: [CH3:1][N:2]1[C:6]2[CH:7]=[CH:8][C:9]([N:11]3[CH:16]=[C:15]([C:17]([NH2:42])=[O:19])[C:14](=[O:20])[N:13]([C@H:21]4[C:29]5[C:24](=[C:25]([C:30]([F:31])([F:33])[F:32])[CH:26]=[CH:27][CH:28]=5)[CH2:23][CH2:22]4)[C:12]3=[O:34])=[CH:10][C:5]=2[O:4][C:3]1=[O:35]. Given the reactants [CH3:1][N:2]1[C:6]2[CH:7]=[CH:8][C:9]([N:11]3[CH:16]=[C:15]([C:17]([OH:19])=O)[C:14](=[O:20])[N:13]([C@H:21]4[C:29]5[C:24](=[C:25]([C:30]([F:33])([F:32])[F:31])[CH:26]=[CH:27][CH:28]=5)[CH2:23][CH2:22]4)[C:12]3=[O:34])=[CH:10][C:5]=2[O:4][C:3]1=[O:35].C1C=CC2N(O)N=[N:42]C=2C=1.C(Cl)CCl.N, predict the reaction product. (5) Given the reactants Br[C:2]1[CH:3]=[C:4]([C@H:8]([NH:12]C(=O)OC(C)(C)C)[CH2:9][O:10][CH3:11])[CH:5]=[CH:6][CH:7]=1.CC1(C)C(C)(C)OB([C:28]2[CH:29]=[C:30]([CH:44]=[CH:45][CH:46]=2)[CH2:31][O:32][C:33]2[CH:38]=[CH:37][CH:36]=[CH:35][C:34]=2[CH2:39][C:40]([O:42]C)=[O:41])O1, predict the reaction product. The product is: [NH2:12][C@@H:8]([C:4]1[CH:3]=[C:2]([C:28]2[CH:46]=[CH:45][CH:44]=[C:30]([CH2:31][O:32][C:33]3[CH:38]=[CH:37][CH:36]=[CH:35][C:34]=3[CH2:39][C:40]([OH:42])=[O:41])[CH:29]=2)[CH:7]=[CH:6][CH:5]=1)[CH2:9][O:10][CH3:11]. (6) The product is: [Br:14][CH2:12][CH2:11][C:3]1[CH:4]=[CH:5][C:6]([N+:8]([O-:10])=[O:9])=[CH:7][C:2]=1[F:1]. Given the reactants [F:1][C:2]1[CH:7]=[C:6]([N+:8]([O-:10])=[O:9])[CH:5]=[CH:4][C:3]=1[CH2:11][CH2:12]O.[BrH:14].S(=O)(=O)(O)O, predict the reaction product. (7) Given the reactants [CH2:1]([O:8][C:9]1[CH:10]=[C:11]([CH:14]=[CH:15][C:16]=1[O:17][CH3:18])[CH:12]=[O:13])[C:2]1[CH:7]=[CH:6][CH:5]=[CH:4][CH:3]=1.O, predict the reaction product. The product is: [CH2:1]([O:8][C:9]1[CH:10]=[C:11]([CH:14]=[CH:15][C:16]=1[O:17][CH3:18])[CH2:12][OH:13])[C:2]1[CH:3]=[CH:4][CH:5]=[CH:6][CH:7]=1.[OH:8][C:9]1[CH:10]=[C:11]([CH:14]=[CH:15][C:16]=1[O:17][CH3:18])[CH2:12][OH:13]. (8) Given the reactants [CH2:1]([OH:23])[C@H:2]1[O:7][C@H:6]([O:8][C@:9]2([CH2:18][OH:19])[O:13][C@H:12]([CH2:14][OH:15])[C@@H:11]([OH:16])[C@@H:10]2[OH:17])[C@H:5]([OH:20])[C@@H:4]([OH:21])[C@@H:3]1[OH:22].[Cl-:24].[Na+:25].Cl.[OH-].[Na+], predict the reaction product. The product is: [CH2:1]([OH:23])[C@H:2]1[O:7][C@H:6]([O:8][C@:9]2([CH2:18][OH:19])[O:13][C@H:12]([CH2:14][OH:15])[C@@H:11]([OH:16])[C@@H:10]2[OH:17])[C@H:5]([OH:20])[C@@H:4]([OH:21])[C@@H:3]1[OH:22].[Cl-:24].[Na+:25]. (9) Given the reactants Br[C:2]1[CH:7]=[CH:6][C:5]([CH3:8])=[CH:4][N:3]=1.[Cu](C#N)[C:10]#[N:11].N, predict the reaction product. The product is: [CH3:8][C:5]1[CH:6]=[CH:7][C:2]([C:10]#[N:11])=[N:3][CH:4]=1. (10) Given the reactants [C:1]([NH2:5])(=[O:4])[CH:2]=[CH2:3].[C:6]([O:11][CH3:12])(=[O:10])[C:7]([CH3:9])=[CH2:8].S(OOS([O-])(=O)=O)([O-])(=O)=O.[K+].[K+], predict the reaction product. The product is: [C:1]([NH2:5])(=[O:4])[CH:2]=[CH2:3].[C:6]([O:11][CH3:12])(=[O:10])[C:7]([CH3:9])=[CH2:8].